This data is from Choline transporter screen with 302,306 compounds. The task is: Binary Classification. Given a drug SMILES string, predict its activity (active/inactive) in a high-throughput screening assay against a specified biological target. (1) The molecule is Brc1cc(NC(=O)NC(CC(C)C)C(O)=O)ccc1. The result is 0 (inactive). (2) The result is 0 (inactive). The molecule is Brc1ccc(C(=O)c2nocc2C(=O)c2ncccc2)cc1.